This data is from Catalyst prediction with 721,799 reactions and 888 catalyst types from USPTO. The task is: Predict which catalyst facilitates the given reaction. (1) Reactant: CS(O[CH2:6][C:7]1[CH:12]=[CH:11][CH:10]=[C:9]([Br:13])[CH:8]=1)(=O)=O.[NH2:14][CH2:15][CH2:16][OH:17]. Product: [Br:13][C:9]1[CH:8]=[C:7]([CH:12]=[CH:11][CH:10]=1)[CH2:6][NH:14][CH2:15][CH2:16][OH:17]. The catalyst class is: 41. (2) Reactant: [C:1]1([C:7]2[C:21]3[C:20]4[C:22]5[C:16]([CH:17]=[CH:18][CH:19]=4)=[C:15](B(O)O)[CH:14]=[CH:13][C:12]=5[C:11]=3[C:10]([C:26]3[CH:31]=[CH:30][CH:29]=[CH:28][CH:27]=3)=[C:9]3[CH:32]=[CH:33][CH:34]=[CH:35][C:8]=23)[CH:6]=[CH:5][CH:4]=[CH:3][CH:2]=1.[Br:36][C:37]1[CH:42]=[CH:41][C:40](I)=[CH:39][CH:38]=1.C(=O)([O-])[O-].[Na+].[Na+]. Product: [Br:36][C:37]1[CH:42]=[CH:41][C:40]([C:15]2[CH:14]=[CH:13][C:12]3=[C:22]4[C:16]=2[CH:17]=[CH:18][CH:19]=[C:20]4[C:21]2[C:7]([C:1]4[CH:2]=[CH:3][CH:4]=[CH:5][CH:6]=4)=[C:8]4[CH:35]=[CH:34][CH:33]=[CH:32][C:9]4=[C:10]([C:26]4[CH:31]=[CH:30][CH:29]=[CH:28][CH:27]=4)[C:11]=23)=[CH:39][CH:38]=1. The catalyst class is: 206. (3) Reactant: [S:1]([CH2:11][N+:12]#[C-:13])([C:4]1[CH:10]=[CH:9][C:7](C)=[CH:6][CH:5]=1)(=[O:3])=[O:2].[S:14]1[CH:18]=[CH:17][CH:16]=[C:15]1[CH:19]=[O:20].[C-:21]#N.[Na+]. Product: [S:14]1[CH:18]=[CH:17][CH:16]=[C:15]1[C@@H:19]1[O:20][CH:13]=[N:12][C@@H:11]1[S:1]([C:4]1[C:5]([CH3:21])=[CH:6][CH:7]=[CH:9][CH:10]=1)(=[O:2])=[O:3]. The catalyst class is: 14. (4) Reactant: [CH2:1]([C:3]1[CH:7]=[C:6]([C:8]([OH:10])=O)[O:5][N:4]=1)[CH3:2].CN(C(ON1N=NC2C=CC=NC1=2)=[N+](C)C)C.F[P-](F)(F)(F)(F)F.C([O:37][C:38](=[O:63])[C@H:39]([NH:58][C:59]([O:61][CH3:62])=[O:60])[CH2:40][C@H:41]([NH2:57])[CH2:42][C:43]1[CH:48]=[CH:47][C:46]([C:49]2[CH:54]=[C:53]([Cl:55])[CH:52]=[CH:51][C:50]=2[F:56])=[CH:45][CH:44]=1)C.CCN(C(C)C)C(C)C.[OH-].[Na+]. Product: [Cl:55][C:53]1[CH:52]=[CH:51][C:50]([F:56])=[C:49]([C:46]2[CH:45]=[CH:44][C:43]([CH2:42][C@@H:41]([NH:57][C:8]([C:6]3[O:5][N:4]=[C:3]([CH2:1][CH3:2])[CH:7]=3)=[O:10])[CH2:40][C@@H:39]([NH:58][C:59]([O:61][CH3:62])=[O:60])[C:38]([OH:63])=[O:37])=[CH:48][CH:47]=2)[CH:54]=1. The catalyst class is: 3. (5) Reactant: [CH3:1][O:2][C:3]1[CH:4]=[CH:5][C:6]2[NH:12][C:11](=[O:13])[N:10]([CH:14]3[CH2:19][CH2:18][NH:17][CH2:16][CH2:15]3)[CH2:9][CH2:8][C:7]=2[CH:20]=1.Cl[C:22]1[N:27]=[CH:26][N:25]=[C:24]([C:28]([C:30]2[CH:39]=[CH:38][C:33]3[NH:34][C:35](=[O:37])[O:36][C:32]=3[CH:31]=2)=[O:29])[CH:23]=1.CCN(C(C)C)C(C)C. Product: [CH3:1][O:2][C:3]1[CH:4]=[CH:5][C:6]2[NH:12][C:11](=[O:13])[N:10]([CH:14]3[CH2:19][CH2:18][N:17]([C:22]4[CH:23]=[C:24]([C:28]([C:30]5[CH:39]=[CH:38][C:33]6[NH:34][C:35](=[O:37])[O:36][C:32]=6[CH:31]=5)=[O:29])[N:25]=[CH:26][N:27]=4)[CH2:16][CH2:15]3)[CH2:9][CH2:8][C:7]=2[CH:20]=1. The catalyst class is: 3. (6) Reactant: [CH2:1]([O:5][C:6]([C:8]1[N:9]=[CH:10][C:11]2[C:16]([C:17]=1[OH:18])=[CH:15][CH:14]=[C:13]([O:19][C:20]1[CH:25]=[CH:24][CH:23]=[CH:22][CH:21]=1)[CH:12]=2)=[O:7])[CH2:2][CH2:3][CH3:4].[N+:26]([O-])([OH:28])=[O:27]. Product: [CH2:1]([O:5][C:6]([C:8]1[N:9]=[CH:10][C:11]2[C:16]([C:17]=1[OH:18])=[CH:15][CH:14]=[C:13]([O:19][C:20]1[CH:25]=[CH:24][C:23]([N+:26]([O-:28])=[O:27])=[CH:22][CH:21]=1)[CH:12]=2)=[O:7])[CH2:2][CH2:3][CH3:4]. The catalyst class is: 67. (7) Reactant: [N+:1]([C:4]1[CH:9]=[CH:8][C:7]([N:10]2[CH2:16][CH:15]3[O:17][CH:12]([CH2:13][CH2:14]3)[CH2:11]2)=[CH:6][CH:5]=1)([O-])=O.C([O-])=O.[NH4+]. Product: [CH:12]12[O:17][CH:15]([CH2:14][CH2:13]1)[CH2:16][N:10]([C:7]1[CH:8]=[CH:9][C:4]([NH2:1])=[CH:5][CH:6]=1)[CH2:11]2. The catalyst class is: 29.